This data is from Full USPTO retrosynthesis dataset with 1.9M reactions from patents (1976-2016). The task is: Predict the reactants needed to synthesize the given product. (1) Given the product [C:22]([O:21][C:19]([N:16]1[CH2:15][CH2:14][N:13]([S:10]([C:6]2[CH:5]=[C:4]3[C:9](=[CH:8][CH:7]=2)[N:1]([C:26]([O:28][C:29]([CH3:32])([CH3:31])[CH3:30])=[O:27])[CH:2]=[CH:3]3)(=[O:12])=[O:11])[CH2:18][CH2:17]1)=[O:20])([CH3:25])([CH3:24])[CH3:23], predict the reactants needed to synthesize it. The reactants are: [NH:1]1[C:9]2[C:4](=[CH:5][C:6]([S:10]([N:13]3[CH2:18][CH2:17][N:16]([C:19]([O:21][C:22]([CH3:25])([CH3:24])[CH3:23])=[O:20])[CH2:15][CH2:14]3)(=[O:12])=[O:11])=[CH:7][CH:8]=2)[CH2:3][CH2:2]1.[C:26](O[C:26]([O:28][C:29]([CH3:32])([CH3:31])[CH3:30])=[O:27])([O:28][C:29]([CH3:32])([CH3:31])[CH3:30])=[O:27].CC1C=CN=C(N)C=1C. (2) Given the product [C:1]([O:5][C:6]([N:8]1[CH2:12][CH2:11][C@H:10]([N:13]2[CH2:17][CH2:16][CH2:15][CH2:18][C@@H:14]2[CH3:19])[CH2:9]1)=[O:7])([CH3:2])([CH3:3])[CH3:4], predict the reactants needed to synthesize it. The reactants are: [C:1]([O:5][C:6]([N:8]1[CH2:12][CH2:11][C@H:10]([N:13]2[CH2:17][CH2:16][CH2:15][C@@H:14]2[CH3:18])[CH2:9]1)=[O:7])([CH3:4])([CH3:3])[CH3:2].[C:19](OC(N1CC[C@@H](OS(C2C=CC(C)=CC=2)(=O)=O)C1)=O)(C)(C)C.C[C@H]1CCCCN1. (3) Given the product [Cl:1][C:2]1[CH:3]=[C:4]([NH:18][C:19]2[C:28]3[C:23](=[CH:24][C:25]([O:31][CH2:32][CH2:33][CH2:34][N:43]4[CH2:44][CH2:45][N:40]([CH2:38][CH3:39])[CH2:41][CH2:42]4)=[C:26]([O:29][CH3:30])[CH:27]=3)[N:22]=[CH:21][C:20]=2[C:36]#[N:37])[CH:5]=[CH:6][C:7]=1[S:8][C:9]1[N:10]([CH2:16][CH3:17])[C:11]([CH3:15])=[C:12]([CH3:14])[N:13]=1, predict the reactants needed to synthesize it. The reactants are: [Cl:1][C:2]1[CH:3]=[C:4]([NH:18][C:19]2[C:28]3[C:23](=[CH:24][C:25]([O:31][CH2:32][CH2:33][CH2:34]Cl)=[C:26]([O:29][CH3:30])[CH:27]=3)[N:22]=[CH:21][C:20]=2[C:36]#[N:37])[CH:5]=[CH:6][C:7]=1[S:8][C:9]1[N:10]([CH2:16][CH3:17])[C:11]([CH3:15])=[C:12]([CH3:14])[N:13]=1.[CH2:38]([N:40]1[CH2:45][CH2:44][NH:43][CH2:42][CH2:41]1)[CH3:39].[Na+].[I-]. (4) Given the product [Br:1][C:2]1[CH:8]=[C:7]([CH3:9])[CH:6]=[C:5]([CH3:10])[C:3]=1[NH:4][Si:17]([CH3:27])([CH3:28])[CH:18]1[C:22]([CH3:23])=[C:21]([CH3:24])[C:20]([CH3:25])=[C:19]1[CH3:26], predict the reactants needed to synthesize it. The reactants are: [Br:1][C:2]1[CH:8]=[C:7]([CH3:9])[CH:6]=[C:5]([CH3:10])[C:3]=1[NH2:4].[Li]CCCC.Cl[Si:17]([CH3:28])([CH3:27])[CH:18]1[C:22]([CH3:23])=[C:21]([CH3:24])[C:20]([CH3:25])=[C:19]1[CH3:26]. (5) Given the product [Cl:18][C:15]1[S:14][C:13]([CH2:12][C:8]2([CH2:6][OH:5])[CH2:11][CH2:10][CH2:9]2)=[CH:17][CH:16]=1, predict the reactants needed to synthesize it. The reactants are: [BH4-].[Li+].C([O:5][C:6]([C:8]1([CH2:12][C:13]2[S:14][C:15]([Cl:18])=[CH:16][CH:17]=2)[CH2:11][CH2:10][CH2:9]1)=O)C.CO.[OH-].[Na+]. (6) Given the product [CH3:1][C:2]([CH3:13])([CH3:12])[CH2:3][CH2:4][CH:5]1[CH2:11][CH2:10][CH2:9][CH:7]([NH2:8])[CH2:6]1, predict the reactants needed to synthesize it. The reactants are: [CH3:1][C:2]([CH3:13])([CH3:12])[C:3]#[C:4][C:5]1[CH:6]=[C:7]([CH:9]=[CH:10][CH:11]=1)[NH2:8].[H][H].